This data is from Forward reaction prediction with 1.9M reactions from USPTO patents (1976-2016). The task is: Predict the product of the given reaction. (1) Given the reactants Cl[CH2:2][C:3]([NH:5][C:6]1[CH:27]=[CH:26][C:9]2[N:10]=[C:11]([NH:14][CH:15]3[C:19]4[C:20]([O:24][CH3:25])=[CH:21][CH:22]=[CH:23][C:18]=4[O:17][CH2:16]3)[O:12][CH2:13][C:8]=2[CH:7]=1)=[O:4].[NH:28]1[CH2:33][CH2:32][O:31][CH2:30][CH2:29]1, predict the reaction product. The product is: [CH3:25][O:24][C:20]1[C:19]2[CH:15]([NH:14][C:11]3[O:12][CH2:13][C:8]4[CH:7]=[C:6]([NH:5][C:3](=[O:4])[CH2:2][N:28]5[CH2:33][CH2:32][O:31][CH2:30][CH2:29]5)[CH:27]=[CH:26][C:9]=4[N:10]=3)[CH2:16][O:17][C:18]=2[CH:23]=[CH:22][CH:21]=1. (2) Given the reactants [NH2:1][NH:2][C:3]([C:5]1[CH:10]=[N:9][CH:8]=[CH:7][N:6]=1)=[NH:4].[F:11][C:12]1[CH:13]=[CH:14][C:15]([OH:20])=[C:16]([CH:19]=1)[CH:17]=O, predict the reaction product. The product is: [F:11][C:12]1[CH:13]=[CH:14][C:15]([OH:20])=[C:16]([C:17]2[NH:1][N:2]=[C:3]([C:5]3[CH:10]=[N:9][CH:8]=[CH:7][N:6]=3)[N:4]=2)[CH:19]=1. (3) Given the reactants [CH3:1][N:2]1[CH:7]=[C:6]([CH:8]2[CH2:13][CH2:12][C:11](=O)[CH2:10][CH2:9]2)[CH:5]=[CH:4][C:3]1=[O:15].[NH:16]1[CH2:19][CH:18]([NH:20][C:21]([CH2:23][NH:24][C:25](=[O:36])[C:26]2[CH:31]=[CH:30][CH:29]=[C:28]([C:32]([F:35])([F:34])[F:33])[CH:27]=2)=[O:22])[CH2:17]1, predict the reaction product. The product is: [CH3:1][N:2]1[C:3](=[O:15])[CH:4]=[CH:5][C:6]([CH:8]2[CH2:13][CH2:12][CH:11]([N:16]3[CH2:19][CH:18]([NH:20][C:21]([CH2:23][NH:24][C:25](=[O:36])[C:26]4[CH:31]=[CH:30][CH:29]=[C:28]([C:32]([F:35])([F:33])[F:34])[CH:27]=4)=[O:22])[CH2:17]3)[CH2:10][CH2:9]2)=[CH:7]1. (4) Given the reactants C(ON=O)CC(C)C.O[PH2]=O.[CH3:12][C:13]1([CH3:31])[CH2:22][CH2:21][C:20]([CH3:24])([CH3:23])[C:19]2[CH:18]=[C:17]([C:25]([O:27][CH2:28][CH3:29])=[O:26])[CH:16]=[C:15]([Br:30])[C:14]1=2, predict the reaction product. The product is: [CH3:31][C:13]1([CH3:12])[CH2:22][CH2:21][C:20]([CH3:23])([CH3:24])[C:19]2[CH:18]=[C:17]([C:25]([O:27][CH2:28][CH3:29])=[O:26])[CH:16]=[C:15]([Br:30])[C:14]1=2.[CH3:12][C:13]1([CH3:31])[CH2:22][CH2:21][C:20]([CH3:23])([CH3:24])[C:19]2[CH:18]=[C:17]([C:25]([OH:27])=[O:26])[CH:16]=[C:15]([Br:30])[C:14]1=2. (5) Given the reactants [CH:1]([O:4][C:5]1[CH:30]=[CH:29][C:8]([C:9]([N:11]2[CH2:16][CH2:15][C:14]3([CH2:21][NH:20][C:19](=[O:22])[CH:18]([C:23]4[CH:28]=[CH:27][CH:26]=[CH:25][CH:24]=4)[O:17]3)[CH2:13][CH2:12]2)=[O:10])=[CH:7][C:6]=1[CH3:31])([CH3:3])[CH3:2].[H-].[Na+].Br[CH2:35][CH3:36], predict the reaction product. The product is: [CH2:35]([N:20]1[C:19](=[O:22])[CH:18]([C:23]2[CH:28]=[CH:27][CH:26]=[CH:25][CH:24]=2)[O:17][C:14]2([CH2:15][CH2:16][N:11]([C:9](=[O:10])[C:8]3[CH:29]=[CH:30][C:5]([O:4][CH:1]([CH3:3])[CH3:2])=[C:6]([CH3:31])[CH:7]=3)[CH2:12][CH2:13]2)[CH2:21]1)[CH3:36].